Dataset: Forward reaction prediction with 1.9M reactions from USPTO patents (1976-2016). Task: Predict the product of the given reaction. (1) The product is: [NH2:1][S:2]([C:5]1[CH:6]=[C:7]([CH:11]=[CH:12][CH:13]=1)[C:8]([O:10][CH3:14])=[O:9])(=[O:3])=[O:4]. Given the reactants [NH2:1][S:2]([C:5]1[CH:6]=[C:7]([CH:11]=[CH:12][CH:13]=1)[C:8]([OH:10])=[O:9])(=[O:4])=[O:3].[CH3:14]O, predict the reaction product. (2) Given the reactants C([O:8][C@H:9]1[C@H:14]([CH:15]([C@@H:17]2[C@@H:22]([O:23]CC3C=CC=CC=3)[C@@H:21]([O:31]CC3C=CC=CC=3)[C@H:20]([O:39]CC3C=CC=CC=3)[C@@H:19]([CH2:47][O:48]CC3C=CC=CC=3)[O:18]2)[OH:16])[C@H:13]([O:56]CC2C=CC=CC=2)[C@@H:12]([O:64][CH3:65])[O:11][C@@H:10]1[CH2:66][OH:67])C1C=CC=CC=1.C(O)(=O)C, predict the reaction product. The product is: [OH:8][C@H:9]1[C@H:14]([CH:15]([OH:16])[C@@H:17]2[C@@H:22]([OH:23])[C@@H:21]([OH:31])[C@H:20]([OH:39])[C@@H:19]([CH2:47][OH:48])[O:18]2)[C@H:13]([OH:56])[C@@H:12]([O:64][CH3:65])[O:11][C@@H:10]1[CH2:66][OH:67]. (3) Given the reactants [Cl:1][C:2]1[C:3]([F:22])=[C:4]([CH:19]=[CH:20][CH:21]=1)[O:5][C@@H:6]([C:13]1[CH:18]=[CH:17][CH:16]=[CH:15][CH:14]=1)[C@H:7]1[O:12][CH2:11][CH2:10][NH:9][CH2:8]1.[C:23]([OH:30])(=[O:29])/[CH:24]=[CH:25]/[C:26]([OH:28])=[O:27], predict the reaction product. The product is: [C:23]([OH:30])(=[O:29])/[CH:24]=[CH:25]/[C:26]([OH:28])=[O:27].[Cl:1][C:2]1[C:3]([F:22])=[C:4]([CH:19]=[CH:20][CH:21]=1)[O:5][C@@H:6]([C:13]1[CH:18]=[CH:17][CH:16]=[CH:15][CH:14]=1)[C@H:7]1[O:12][CH2:11][CH2:10][NH:9][CH2:8]1. (4) Given the reactants C(OC(=O)[NH:7][C@H:8]([CH2:14][OH:15])[CH2:9][C:10]([CH3:13])([CH3:12])[CH3:11])(C)(C)C.[ClH:17], predict the reaction product. The product is: [ClH:17].[NH2:7][C@@H:8]([CH2:9][C:10]([CH3:13])([CH3:12])[CH3:11])[CH2:14][OH:15].